This data is from Aqueous solubility values for 9,982 compounds from the AqSolDB database. The task is: Regression/Classification. Given a drug SMILES string, predict its absorption, distribution, metabolism, or excretion properties. Task type varies by dataset: regression for continuous measurements (e.g., permeability, clearance, half-life) or binary classification for categorical outcomes (e.g., BBB penetration, CYP inhibition). For this dataset (solubility_aqsoldb), we predict Y. (1) The molecule is C[C@H](CCC(=O)O)[C@H]1CC[C@H]2[C@H]3[C@H](CC[C@@]21C)[C@@]1(C)CC[C@@H](O)C[C@H]1C[C@H]3O. The Y is -3.64 log mol/L. (2) The compound is O=C(CO)[C@@H](O)[C@H](O)[C@H](O)CO. The Y is 0.635 log mol/L.